From a dataset of Forward reaction prediction with 1.9M reactions from USPTO patents (1976-2016). Predict the product of the given reaction. (1) Given the reactants N(OC(C)(C)C)=O.[CH2:8]([O:10][C:11]([C:13]1[CH:14]=[N:15][N:16]([C:19]([CH3:22])([CH3:21])[CH3:20])[C:17]=1N)=[O:12])[CH3:9].[ClH:23], predict the reaction product. The product is: [CH2:8]([O:10][C:11]([C:13]1[CH:14]=[N:15][N:16]([C:19]([CH3:22])([CH3:21])[CH3:20])[C:17]=1[Cl:23])=[O:12])[CH3:9]. (2) Given the reactants [CH3:1][O:2][CH2:3][C:4]([NH:6][C:7]1[CH:12]=[C:11]([O:13][C:14]2[CH:19]=[CH:18][C:17]([N+:20]([O-])=O)=[C:16]([CH3:23])[CH:15]=2)[CH:10]=[CH:9][N:8]=1)=[O:5].[H][H], predict the reaction product. The product is: [NH2:20][C:17]1[CH:18]=[CH:19][C:14]([O:13][C:11]2[CH:10]=[CH:9][N:8]=[C:7]([NH:6][C:4](=[O:5])[CH2:3][O:2][CH3:1])[CH:12]=2)=[CH:15][C:16]=1[CH3:23]. (3) Given the reactants [CH3:1][O:2][C:3]1[CH:4]=[C:5]2[CH:11]=[C:10]([C:12]([O:14][CH3:15])=[O:13])[NH:9][C:6]2=[CH:7][N:8]=1.[H-].[Na+].I[CH3:19], predict the reaction product. The product is: [CH3:1][O:2][C:3]1[CH:4]=[C:5]2[CH:11]=[C:10]([C:12]([O:14][CH3:15])=[O:13])[N:9]([CH3:19])[C:6]2=[CH:7][N:8]=1. (4) Given the reactants [CH2:1]([N:8]1[C:12](=[O:13])[NH:11][N:10]=[C:9]1[CH2:14][O:15]C(C1C=CC=CC=1)(C1C=CC=CC=1)C1C=CC=CC=1)[CH2:2][CH2:3][CH2:4][CH2:5][CH2:6][CH3:7].C[CH:36](Br)[C:37]1[CH:42]=[CH:41][CH:40]=[CH:39][CH:38]=1.[C:44](=O)([O-])[O-].[K+].[K+].CN(C=O)C, predict the reaction product. The product is: [CH2:1]([N:8]1[C:12](=[O:13])[N:11]([CH2:44][C:40]2[CH:39]=[CH:38][C:37]([CH3:36])=[CH:42][CH:41]=2)[N:10]=[C:9]1[CH2:14][OH:15])[CH2:2][CH2:3][CH2:4][CH2:5][CH2:6][CH3:7]. (5) The product is: [CH2:23]([O:27][CH2:28][CH2:29][O:30][C:31]1[CH:32]=[CH:33][C:34]([C:2]2[C:3]([CH3:22])=[CH:4][C:5]3[N:12]([CH2:13][CH:14]([CH3:16])[CH3:15])[CH2:11][CH2:10][CH2:9][C:8]([C:17]([O:19][CH3:20])=[O:18])=[CH:7][C:6]=3[CH:21]=2)=[CH:35][CH:36]=1)[CH2:24][CH2:25][CH3:26]. Given the reactants Br[C:2]1[C:3]([CH3:22])=[CH:4][C:5]2[N:12]([CH2:13][CH:14]([CH3:16])[CH3:15])[CH2:11][CH2:10][CH2:9][C:8]([C:17]([O:19][CH3:20])=[O:18])=[CH:7][C:6]=2[CH:21]=1.[CH2:23]([O:27][CH2:28][CH2:29][O:30][C:31]1[CH:36]=[CH:35][C:34](OB(O)O)=[CH:33][CH:32]=1)[CH2:24][CH2:25][CH3:26].C(=O)([O-])[O-].[K+].[K+], predict the reaction product. (6) Given the reactants [CH3:1][N:2]([CH3:28])[C:3]1([C:22]2[CH:27]=[CH:26][CH:25]=[CH:24][CH:23]=2)[CH2:8][CH2:7][C:6](=[CH:9][C:10]([NH:12][CH2:13][CH2:14][C:15]2[CH:20]=[CH:19][C:18]([F:21])=[CH:17][CH:16]=2)=[O:11])[CH2:5][CH2:4]1.[Cl:29][Si](C)(C)C, predict the reaction product. The product is: [ClH:29].[CH3:28][N:2]([CH3:1])[C:3]1([C:22]2[CH:27]=[CH:26][CH:25]=[CH:24][CH:23]=2)[CH2:4][CH2:5][C:6](=[CH:9][C:10]([NH:12][CH2:13][CH2:14][C:15]2[CH:16]=[CH:17][C:18]([F:21])=[CH:19][CH:20]=2)=[O:11])[CH2:7][CH2:8]1. (7) The product is: [C:45]([C:2]1[CH:3]=[N:4][C:5]([N:8]2[CH2:13][CH2:12][N:11]([C:14]([O:16][C:17]([CH3:20])([CH3:19])[CH3:18])=[O:15])[CH2:10][CH2:9]2)=[N:6][CH:7]=1)(=[O:47])[CH3:46]. Given the reactants Br[C:2]1[CH:3]=[N:4][C:5]([N:8]2[CH2:13][CH2:12][N:11]([C:14]([O:16][C:17]([CH3:20])([CH3:19])[CH3:18])=[O:15])[CH2:10][CH2:9]2)=[N:6][CH:7]=1.C1(P(C2C=CC=CC=2)C2C=CC=CC=2)C=CC=CC=1.C([Sn](CCCC)(CCCC)[C:45]([O:47]CC)=[CH2:46])CCC, predict the reaction product. (8) Given the reactants Cl[C:2]1[CH:7]=[C:6]2[CH2:8][O:9][C:10]3[CH:41]=[C:40]4[C:13]([CH:14]=[CH:15][C:16]5[N:20]=[C:19]([C@@H:21]6[CH2:25][C@H:24]([O:26][CH2:27][CH3:28])[CH2:23][N:22]6[C:29](=[O:39])[C@@H:30]([NH:34][C:35](=[O:38])[O:36][CH3:37])[CH:31]([CH3:33])[CH3:32])[NH:18][C:17]=54)=[CH:12][C:11]=3[C:5]2=[CH:4][CH:3]=1.[CH3:42][C:43]1([CH3:59])[C:47]([CH3:49])([CH3:48])[O:46][B:45]([B:45]2[O:46][C:47]([CH3:49])([CH3:48])[C:43]([CH3:59])([CH3:42])[O:44]2)[O:44]1.C([O-])(=O)C.[K+].C1(P(C2CCCCC2)C2C=CC=CC=2C2C(C(C)C)=CC(C(C)C)=CC=2C(C)C)CCCCC1, predict the reaction product. The product is: [CH2:27]([O:26][C@@H:24]1[CH2:23][N:22]([C:29](=[O:39])[C@@H:30]([NH:34][C:35](=[O:38])[O:36][CH3:37])[CH:31]([CH3:33])[CH3:32])[C@H:21]([C:19]2[NH:18][C:17]3[C:40]4[C:13]([CH:14]=[CH:15][C:16]=3[N:20]=2)=[CH:12][C:11]2[C:5]3[C:6]([CH2:8][O:9][C:10]=2[CH:41]=4)=[CH:7][C:2]([B:45]2[O:46][C:47]([CH3:49])([CH3:48])[C:43]([CH3:59])([CH3:42])[O:44]2)=[CH:3][CH:4]=3)[CH2:25]1)[CH3:28].